From a dataset of TCR-epitope binding with 47,182 pairs between 192 epitopes and 23,139 TCRs. Binary Classification. Given a T-cell receptor sequence (or CDR3 region) and an epitope sequence, predict whether binding occurs between them. (1) The epitope is TLIGDCATV. The TCR CDR3 sequence is CASSWGQGSYEQYF. Result: 1 (the TCR binds to the epitope). (2) The TCR CDR3 sequence is CASSPRLGTETQYF. The epitope is AVFDRKSDAK. Result: 1 (the TCR binds to the epitope).